Dataset: Full USPTO retrosynthesis dataset with 1.9M reactions from patents (1976-2016). Task: Predict the reactants needed to synthesize the given product. (1) Given the product [CH:40]1([NH:43][CH2:2][C:3]2[N:7]([C:8]3[CH:9]=[C:10]([C:14]4[CH2:20][C:19](=[O:21])[NH:18][C:17]5[CH:22]=[C:23]([C:31]([F:34])([F:33])[F:32])[C:24]([N:26]([CH:28]([CH3:29])[CH3:30])[CH3:27])=[CH:25][C:16]=5[N:15]=4)[CH:11]=[CH:12][CH:13]=3)[N:6]=[N:5][CH:4]=2)[CH2:42][CH2:41]1, predict the reactants needed to synthesize it. The reactants are: O[CH2:2][C:3]1[N:7]([C:8]2[CH:9]=[C:10]([C:14]3[CH2:20][C:19](=[O:21])[NH:18][C:17]4[CH:22]=[C:23]([C:31]([F:34])([F:33])[F:32])[C:24]([N:26]([CH:28]([CH3:30])[CH3:29])[CH3:27])=[CH:25][C:16]=4[N:15]=3)[CH:11]=[CH:12][CH:13]=2)[N:6]=[N:5][CH:4]=1.S(Cl)(Cl)=O.[Cl-].[CH:40]1([NH2:43])[CH2:42][CH2:41]1. (2) Given the product [CH:1]1([N:7]([CH:8]2[CH2:13][CH2:12][NH:11][CH2:10][CH2:9]2)[C:21](=[O:27])[CH:22]([CH2:25][CH3:26])[CH2:23][CH3:24])[CH2:2][CH2:3][CH2:4][CH2:5][CH2:6]1, predict the reactants needed to synthesize it. The reactants are: [CH:1]1([N:7]([C:21](=[O:27])[CH:22]([CH2:25][CH3:26])[CH2:23][CH3:24])[CH:8]2[CH2:13][CH2:12][N:11](C(OC(C)(C)C)=O)[CH2:10][CH2:9]2)[CH2:6][CH2:5][CH2:4][CH2:3][CH2:2]1. (3) Given the product [CH3:10][O:12][C:13](=[O:23])/[C:14](/[F:22])=[CH:6]/[C:5]1[CH:8]=[CH:9][C:2]([Cl:1])=[CH:3][CH:4]=1, predict the reactants needed to synthesize it. The reactants are: [Cl:1][C:2]1[CH:9]=[CH:8][C:5]([CH:6]=O)=[CH:4][CH:3]=1.[CH2:10]([O:12][C:13](=[O:23])[CH:14]([F:22])C(C(OCC)=O)=O)C.[Na].